Dataset: Catalyst prediction with 721,799 reactions and 888 catalyst types from USPTO. Task: Predict which catalyst facilitates the given reaction. (1) Reactant: [CH3:1][O:2][CH:3]1[CH2:20][N:19](C(OC(C)(C)C)=O)[CH2:18][CH2:17][C:4]21[C:8](=[O:9])[N:7]([C:10]1[CH2:11][O:12][C:13](=[O:16])[C:14]=1[CH3:15])[CH2:6][CH2:5]2.[OH:28][CH:29]1[CH2:46][N:45]([C:47]([O:49][C:50]([CH3:53])([CH3:52])[CH3:51])=[O:48])[CH2:44][CH2:43][C:30]21[C:34](=[O:35])[N:33]([C:36]1[CH2:37][O:38][C:39](=[O:42])[C:40]=1[CH3:41])[CH2:32][CH2:31]2. Product: [CH3:1][O:2][CH:3]1[CH2:20][NH:19][CH2:18][CH2:17][C:4]21[C:8](=[O:9])[N:7]([C:10]1[CH2:11][O:12][C:13](=[O:16])[C:14]=1[CH3:15])[CH2:6][CH2:5]2.[OH:28][CH:29]1[CH2:46][N:45]([C:47]([O:49][C:50]([CH3:53])([CH3:52])[CH3:51])=[O:48])[CH2:44][CH2:43][C:30]21[C:34](=[O:35])[N:33]([C:36]1[CH2:37][O:38][C:39](=[O:42])[C:40]=1[CH3:41])[CH2:32][CH2:31]2. The catalyst class is: 2. (2) Product: [CH:1]1([CH:4]=[CH:5][C:6]2[S:10][C:9]([CH2:11][N:36]3[C:32](=[O:42])[C:33]4[C:34](=[CH:38][CH:39]=[CH:40][CH:41]=4)[C:35]3=[O:37])=[CH:8][CH:7]=2)[CH2:2][CH2:3]1. Reactant: [CH:1]1([CH:4]=[CH:5][C:6]2[S:10][C:9]([CH2:11]O)=[CH:8][CH:7]=2)[CH2:3][CH2:2]1.C1(P(C2C=CC=CC=2)C2C=CC=CC=2)C=CC=CC=1.[C:32]1(=[O:42])[NH:36][C:35](=[O:37])[C:34]2=[CH:38][CH:39]=[CH:40][CH:41]=[C:33]12.COC(N=NC(OC)=O)=O. The catalyst class is: 30. (3) Reactant: [C:1]1([CH2:11][N:12]2[C:16]3[CH:17]=[CH:18][CH:19]=[CH:20][C:15]=3[N:14]=[C:13]2[S:21][CH2:22][CH2:23][CH2:24][C:25]([O:27]CC)=[O:26])[C:10]2[C:5](=[CH:6][CH:7]=[CH:8][CH:9]=2)[CH:4]=[CH:3][CH:2]=1.[OH-].[Li+].C(O)(=O)CC(CC(O)=O)(C(O)=O)O. Product: [C:1]1([CH2:11][N:12]2[C:16]3[CH:17]=[CH:18][CH:19]=[CH:20][C:15]=3[N:14]=[C:13]2[S:21][CH2:22][CH2:23][CH2:24][C:25]([OH:27])=[O:26])[C:10]2[C:5](=[CH:6][CH:7]=[CH:8][CH:9]=2)[CH:4]=[CH:3][CH:2]=1. The catalyst class is: 36. (4) Reactant: [Cl:1][C:2]1[S:3][C:4]([CH2:7][N:8]2[C:13](=[O:14])[C:12]([C:15]3[NH:20][C:19]4[CH:21]=[CH:22][C:23]([O:25][Si](C(C)C)(C(C)C)C(C)C)=[CH:24][C:18]=4[S:17](=[O:37])(=[O:36])[N:16]=3)=[C:11]([OH:38])[C:10]3[S:39][CH:40]=[CH:41][C:9]2=3)=[CH:5][N:6]=1.[F-].C([N+](CCCC)(CCCC)CCCC)CCC.Cl. Product: [Cl:1][C:2]1[S:3][C:4]([CH2:7][N:8]2[C:13](=[O:14])[C:12]([C:15]3[NH:20][C:19]4[CH:21]=[CH:22][C:23]([OH:25])=[CH:24][C:18]=4[S:17](=[O:36])(=[O:37])[N:16]=3)=[C:11]([OH:38])[C:10]3[S:39][CH:40]=[CH:41][C:9]2=3)=[CH:5][N:6]=1. The catalyst class is: 30. (5) Reactant: [CH:1]1[C:13]2[N:12]([C:14]3[CH:19]=[CH:18][C:17]([C:20]4[CH:21]=[C:22]5[C:27](=[CH:28][CH:29]=4)[CH:26]=[C:25]([OH:30])[CH:24]=[CH:23]5)=[CH:16][CH:15]=3)[C:11]3[C:6](=[CH:7][CH:8]=[CH:9][CH:10]=3)[C:5]=2[CH:4]=[CH:3][CH:2]=1.C1CCC(N=C=NC2CCCCC2)CC1.[CH3:46][C:47](=[CH2:51])[C:48](O)=[O:49].CCOCC. Product: [CH:10]1[C:11]2[N:12]([C:14]3[CH:19]=[CH:18][C:17]([C:20]4[CH:21]=[C:22]5[C:27](=[CH:28][CH:29]=4)[CH:26]=[C:25]([O:30][C:48](=[O:49])[C:47]([CH3:51])=[CH2:46])[CH:24]=[CH:23]5)=[CH:16][CH:15]=3)[C:13]3[C:5](=[CH:4][CH:3]=[CH:2][CH:1]=3)[C:6]=2[CH:7]=[CH:8][CH:9]=1. The catalyst class is: 79. (6) Reactant: [C:1]([O:4][CH:5]([C:23](=[O:32])[CH2:24][O:25][CH2:26][CH2:27][O:28][CH2:29][CH2:30][NH2:31])[CH:6]([O:19][C:20](=[O:22])[CH3:21])[CH:7]([O:15][C:16](=[O:18])[CH3:17])[CH:8]([O:11][C:12](=[O:14])[CH3:13])[CH2:9][OH:10])(=[O:3])[CH3:2].[C:33]([CH2:36][O:37][CH2:38][CH2:39][O:40][CH2:41][CH2:42][O:43][CH2:44][C:45](O)=[O:46])([OH:35])=[O:34].C(N=C=NC(C)C)(C)C.OC1C2N=NNC=2C=CC=1. Product: [C:1]([O:4][CH:5]([CH:6]([O:19][C:20](=[O:22])[CH3:21])[CH:7]([O:15][C:16](=[O:18])[CH3:17])[CH:8]([O:11][C:12](=[O:14])[CH3:13])[CH2:9][OH:10])[C:23](=[O:32])[CH2:24][O:25][CH2:26][CH2:27][O:28][CH2:29][CH2:30][NH:31][C:45]([CH2:44][O:43][CH2:42][CH2:41][O:40][CH2:39][CH2:38][O:37][CH2:36][C:33]([OH:35])=[O:34])=[O:46])(=[O:3])[CH3:2]. The catalyst class is: 2.